This data is from Forward reaction prediction with 1.9M reactions from USPTO patents (1976-2016). The task is: Predict the product of the given reaction. (1) Given the reactants [C:1]([O:5][C:6]([N:8]1[CH2:11][CH:10]([O:12][C:13]2[CH:18]=[C:17]([Cl:19])[CH:16]=[CH:15][C:14]=2[OH:20])[CH2:9]1)=[O:7])([CH3:4])([CH3:3])[CH3:2].C([O-])([O-])=O.[Cs+].[Cs+].[C:27]([O:30][CH2:31][CH2:32]Br)(=[O:29])[CH3:28].O, predict the reaction product. The product is: [C:1]([O:5][C:6]([N:8]1[CH2:9][CH:10]([O:12][C:13]2[CH:18]=[C:17]([Cl:19])[CH:16]=[CH:15][C:14]=2[O:20][CH2:28][C:27]([O:30][CH2:31][CH3:32])=[O:29])[CH2:11]1)=[O:7])([CH3:4])([CH3:2])[CH3:3]. (2) The product is: [F:1][C:16]1[CH:15]=[CH:14][S:13][C:12]=1[C:10]([O:9][CH3:8])=[O:11]. Given the reactants [F:1][P-](F)(F)(F)(F)F.[CH3:8][O:9][C:10]([C:12]1[S:13][CH:14]=[CH:15][C:16]=1[N+]#N)=[O:11].N#N, predict the reaction product. (3) Given the reactants [Cl:1][C:2]1[C:3]([CH3:25])=[C:4]([C:22](=[O:24])[CH3:23])[C:5]([OH:21])=[C:6]([O:10][CH2:11][CH2:12][CH2:13][C:14]2[CH:19]=[CH:18][C:17]([F:20])=[CH:16][CH:15]=2)[C:7]=1[O:8][CH3:9].[Br:26][CH2:27][CH2:28]Br, predict the reaction product. The product is: [Br:26][CH2:27][CH2:28][O:21][C:5]1[C:6]([O:10][CH2:11][CH2:12][CH2:13][C:14]2[CH:19]=[CH:18][C:17]([F:20])=[CH:16][CH:15]=2)=[C:7]([O:8][CH3:9])[C:2]([Cl:1])=[C:3]([CH3:25])[C:4]=1[C:22](=[O:24])[CH3:23].